This data is from Catalyst prediction with 721,799 reactions and 888 catalyst types from USPTO. The task is: Predict which catalyst facilitates the given reaction. Reactant: C([O:8][C:9](=[O:29])[NH:10][C@@H:11]([CH3:28])[CH2:12][N:13]1[C:21]2[C:16](=[CH:17][CH:18]=[C:19]3[O:25][CH2:24][C@H:23]([CH2:26][OH:27])[O:22][C:20]3=2)[CH:15]=[N:14]1)C1C=CC=CC=1.ClCCl.C(OC(O[C:36]([CH3:39])([CH3:38])[CH3:37])=O)(O[C:36]([CH3:39])([CH3:38])[CH3:37])=O.CN(C)C. Product: [C:36]([O:8][C:9](=[O:29])[NH:10][C@@H:11]([CH3:28])[CH2:12][N:13]1[C:21]2[C:16](=[CH:17][CH:18]=[C:19]3[O:25][CH2:24][C@H:23]([CH2:26][OH:27])[O:22][C:20]3=2)[CH:15]=[N:14]1)([CH3:39])([CH3:38])[CH3:37]. The catalyst class is: 19.